From a dataset of Forward reaction prediction with 1.9M reactions from USPTO patents (1976-2016). Predict the product of the given reaction. Given the reactants [Br:1][C:2]1[CH:7]=[CH:6][C:5](I)=[CH:4][CH:3]=1.[Cl:9][C:10]1[CH:15]=[CH:14][C:13]([C:16]2[CH:17]=[CH:18][C:19]([C:22]#[CH:23])=[N:20][CH:21]=2)=[CH:12][CH:11]=1.BrCl.C(Cl)Cl, predict the reaction product. The product is: [Br:1][C:2]1[CH:7]=[CH:6][C:5]([C:23]#[C:22][C:19]2[CH:18]=[CH:17][C:16]([C:13]3[CH:14]=[CH:15][C:10]([Cl:9])=[CH:11][CH:12]=3)=[CH:21][N:20]=2)=[CH:4][CH:3]=1.